Dataset: Full USPTO retrosynthesis dataset with 1.9M reactions from patents (1976-2016). Task: Predict the reactants needed to synthesize the given product. Given the product [CH3:33][O:32][C:31]1[C:17]([O:16][CH3:15])=[CH:18][C:19]2[NH:23][C:22]([C:24]3[C:28]([NH:29][C:40](=[O:41])[C:39]4[CH:43]=[C:35]([F:34])[CH:36]=[CH:37][C:38]=4[O:44][CH3:45])=[CH:27][NH:26][N:25]=3)=[N:21][C:20]=2[CH:30]=1, predict the reactants needed to synthesize it. The reactants are: C(Cl)CCl.C1C=CC2N(O)N=NC=2C=1.[CH3:15][O:16][C:17]1[C:31]([O:32][CH3:33])=[CH:30][C:20]2[NH:21][C:22]([C:24]3[C:28]([NH2:29])=[CH:27][NH:26][N:25]=3)=[N:23][C:19]=2[CH:18]=1.[F:34][C:35]1[CH:36]=[CH:37][C:38]([O:44][CH3:45])=[C:39]([CH:43]=1)[C:40](O)=[O:41].